Dataset: Forward reaction prediction with 1.9M reactions from USPTO patents (1976-2016). Task: Predict the product of the given reaction. (1) The product is: [CH2:1]([O:8][CH2:9][C@@H:10]([F:13])[CH2:11][O:12][S:16]([C:15]([F:28])([F:27])[F:14])(=[O:18])=[O:17])[C:2]1[CH:7]=[CH:6][CH:5]=[CH:4][CH:3]=1. Given the reactants [CH2:1]([O:8][CH2:9][C@@H:10]([F:13])[CH2:11][OH:12])[C:2]1[CH:7]=[CH:6][CH:5]=[CH:4][CH:3]=1.[F:14][C:15]([F:28])([F:27])[S:16](O[S:16]([C:15]([F:28])([F:27])[F:14])(=[O:18])=[O:17])(=[O:18])=[O:17].C(OCC)(=O)C, predict the reaction product. (2) The product is: [CH2:9]([O:11][C:12]1[CH:13]=[CH:14][C:15]([CH:7]([CH:25]=[O:24])[C:6]#[N:8])=[CH:21][CH:22]=1)[CH3:10]. Given the reactants C([Li])CCC.[C:6](#[N:8])[CH3:7].[CH2:9]([O:11][C:12]1[CH:22]=[CH:21][C:15](C(OCC)=O)=[CH:14][CH:13]=1)[CH3:10].Cl.[O:24]1CCC[CH2:25]1, predict the reaction product. (3) Given the reactants C(N(CCCCCCCC)CCCCCCCC)CCCCCCC.C([NH+](CCCCCCCC)CCCCCCCC)CCCCCCC.C(N(CCCC)CCCC)CCC.[P:64]([O:72][CH2:73][C@H:74]1[O:78][C@@H:77]([N:79]2[C:88]3[N:87]=[CH:86][N:85]=[C:83]([NH2:84])[C:82]=3[N:81]=[CH:80]2)[C@H:76]([OH:89])[C@@H:75]1[OH:90])([O:67][P:68]([OH:71])([OH:70])=[O:69])(=[O:66])[OH:65].C([NH+](CCCC)CCCC)CCC.C([N:106]1[CH:110]=[CH:109][N:108]=[CH:107]1)([N:106]1[CH:110]=[CH:109][N:108]=[CH:107]1)=O, predict the reaction product. The product is: [P:64]([O:72][CH2:73][C@H:74]1[O:78][C@@H:77]([N:79]2[C:88]3[N:87]=[CH:86][N:85]=[C:83]([NH2:84])[C:82]=3[N:81]=[CH:80]2)[C@H:76]([OH:89])[C@@H:75]1[OH:90])([O:67][P:68]([OH:70])([OH:71])=[O:69])(=[O:65])[OH:66].[N-:106]1[CH:110]=[CH:109][N:108]=[CH:107]1.